Dataset: Reaction yield outcomes from USPTO patents with 853,638 reactions. Task: Predict the reaction yield, written as a fraction of the theoretical maximum amount of product (1.0 means a 100% yield; for example, 0.34 means a 34% yield). (1) The reactants are [NH2:1][CH2:2][CH2:3][CH2:4][CH2:5][C@@H:6]([C:14]([O:16][CH2:17][CH2:18][Si:19]([CH3:22])([CH3:21])[CH3:20])=[O:15])[C:7]([O:9][C:10]([CH3:13])([CH3:12])[CH3:11])=[O:8].[C:23]([O:30][CH3:31])(=[O:29])/[CH:24]=[CH:25]/[C:26]([O-])=[O:27].CCN(C(C)C)C(C)C.CN(C(ON1N=NC2C=CC=NC1=2)=[N+](C)C)C.F[P-](F)(F)(F)(F)F. The catalyst is C(#N)C. The product is [CH3:31][O:30][C:23](=[O:29])/[CH:24]=[CH:25]/[C:26]([NH:1][CH2:2][CH2:3][CH2:4][CH2:5][C@@H:6]([C:14]([O:16][CH2:17][CH2:18][Si:19]([CH3:22])([CH3:21])[CH3:20])=[O:15])[C:7]([O:9][C:10]([CH3:12])([CH3:13])[CH3:11])=[O:8])=[O:27]. The yield is 0.850. (2) The reactants are N1C([C:6]2[CH:14]=[CH:13][C:9]([C:10]([OH:12])=O)=[CH:8][CH:7]=2)=NN=N1.C1C=C[C:18]2[N:23](O)[N:22]=[N:21]C=2C=1.CC[N:27]=C=NCCCN(C)C.CCN(C(C)C)C(C)C.[CH3:45][C:46]12[CH2:53][CH:50]([NH:51][CH2:52]1)[CH2:49][C:48]([CH3:55])([CH3:54])[CH2:47]2. The catalyst is C1COCC1. The product is [N:23]1([C:6]2[CH:7]=[CH:8][C:9]([C:10]([N:51]3[CH2:52][C:46]4([CH3:45])[CH2:53][CH:50]3[CH2:49][C:48]([CH3:55])([CH3:54])[CH2:47]4)=[O:12])=[CH:13][CH:14]=2)[CH:18]=[N:27][N:21]=[N:22]1. The yield is 0.260. (3) The reactants are Cl.[CH3:2][N:3]1[CH:7]=[C:6]([C:8]2[N:13]=[C:12]([C:14]3[CH:18]=[CH:17][NH:16][N:15]=3)[N:11]3[CH:19]=[CH:20][N:21]=[C:10]3[CH:9]=2)[CH:5]=[N:4]1.[CH:22]1([CH:25]=[CH:26][C:27]#[N:28])[CH2:24][CH2:23]1.C(#N)C.C1CCN2C(=NCCC2)CC1. No catalyst specified. The product is [CH:22]1([CH:25]([N:16]2[CH:17]=[CH:18][C:14]([C:12]3[N:11]4[CH:19]=[CH:20][N:21]=[C:10]4[CH:9]=[C:8]([C:6]4[CH:5]=[N:4][N:3]([CH3:2])[CH:7]=4)[N:13]=3)=[N:15]2)[CH2:26][C:27]#[N:28])[CH2:24][CH2:23]1. The yield is 0.170. (4) The reactants are C([O:5][C:6](=[O:23])[CH:7]([NH:12][C:13]([O:15][CH2:16][C:17]1[CH:22]=[CH:21][CH:20]=[CH:19][CH:18]=1)=[O:14])[CH:8]([CH3:11])[CH2:9]O)(C)(C)C. The catalyst is C(O)(C(F)(F)F)=O. The product is [CH2:16]([O:15][C:13](=[O:14])[NH:12][CH:7]1[CH:8]([CH3:11])[CH2:9][O:23][C:6]1=[O:5])[C:17]1[CH:18]=[CH:19][CH:20]=[CH:21][CH:22]=1. The yield is 0.800.